This data is from Catalyst prediction with 721,799 reactions and 888 catalyst types from USPTO. The task is: Predict which catalyst facilitates the given reaction. (1) Reactant: [Cl:1][C:2]1[C:38]([C:39]([F:42])([F:41])[F:40])=[CH:37][CH:36]=[CH:35][C:3]=1[CH2:4][O:5][CH2:6][CH:7]1[CH2:34][CH2:33][C:10]2[N:11](C(C3C=CC=CC=3)(C3C=CC=CC=3)C3C=CC=CC=3)[CH:12]=[N:13][C:9]=2[CH2:8]1.ClC1C(C(F)(F)F)=CC=CC=1COCC1CCC2N=CN(C(C3C=CC=CC=3)(C3C=CC=CC=3)C3C=CC=CC=3)C=2C1. Product: [Cl:1][C:2]1[C:38]([C:39]([F:41])([F:40])[F:42])=[CH:37][CH:36]=[CH:35][C:3]=1[CH2:4][O:5][CH2:6][CH:7]1[CH2:34][CH2:33][C:10]2[NH:11][CH:12]=[N:13][C:9]=2[CH2:8]1. The catalyst class is: 86. (2) Reactant: [NH2:1][CH2:2][C:3]1[CH:4]=[CH:5][C:6]([C:34]([F:37])([F:36])[F:35])=[C:7]([NH:9][C:10]2[NH:14][C:13]3[CH:15]=[C:16]([O:32][CH3:33])[C:17]([C:19]([NH:21][C@H:22]4[CH2:27][CH2:26][C@H:25]([C:28]([F:31])([F:30])[F:29])[CH2:24][CH2:23]4)=[O:20])=[CH:18][C:12]=3[N:11]=2)[CH:8]=1.[C:38]([O:42][C:43]([NH:45][CH:46]([C:50]([F:53])([F:52])[F:51])[C:47](O)=[O:48])=[O:44])([CH3:41])([CH3:40])[CH3:39].CN(C(ON1N=NC2C=CC=CC1=2)=[N+](C)C)C.[B-](F)(F)(F)F. Product: [C:38]([O:42][C:43]([NH:45][CH:46]([C:50]([F:51])([F:52])[F:53])[C:47]([NH:1][CH2:2][C:3]1[CH:4]=[CH:5][C:6]([C:34]([F:36])([F:37])[F:35])=[C:7]([NH:9][C:10]2[NH:14][C:13]3[CH:15]=[C:16]([O:32][CH3:33])[C:17]([C:19]([NH:21][C@H:22]4[CH2:27][CH2:26][C@H:25]([C:28]([F:29])([F:30])[F:31])[CH2:24][CH2:23]4)=[O:20])=[CH:18][C:12]=3[N:11]=2)[CH:8]=1)=[O:48])=[O:44])([CH3:41])([CH3:39])[CH3:40]. The catalyst class is: 1. (3) Reactant: C[O:2][C:3]([C:5]1([CH2:11][S:12](Cl)(=[O:14])=[O:13])[CH2:10][CH2:9][O:8][CH2:7][CH2:6]1)=[O:4].Cl.[CH2:17]1[C:22]2[S:23][C:24]3[CH:29]=[CH:28][CH:27]=[CH:26][C:25]=3[C:21]=2[CH2:20][CH2:19][NH:18]1.C(N(CC)CC)C.O.[OH-].[Li+]. Product: [CH2:17]1[C:22]2[S:23][C:24]3[CH:29]=[CH:28][CH:27]=[CH:26][C:25]=3[C:21]=2[CH2:20][CH2:19][N:18]1[S:12]([CH2:11][C:5]1([C:3]([OH:2])=[O:4])[CH2:10][CH2:9][O:8][CH2:7][CH2:6]1)(=[O:14])=[O:13]. The catalyst class is: 193. (4) Reactant: [N:1]([C@H:4]1[CH2:12][C:11]2[C:6](=[CH:7][CH:8]=[CH:9][CH:10]=2)[C@H:5]1[F:13])=[N+]=[N-].C1(P(C2C=CC=CC=2)C2C=CC=CC=2)C=CC=CC=1. Product: [F:13][C@@H:5]1[C:6]2[C:11](=[CH:10][CH:9]=[CH:8][CH:7]=2)[CH2:12][C@@H:4]1[NH2:1]. The catalyst class is: 5. (5) Reactant: Br[CH2:2][C:3]1[CH:4]=[CH:5][C:6]([N+:13]([O-:15])=[O:14])=[C:7]([CH:12]=1)[C:8]([O:10][CH3:11])=[O:9].[C:16]1(=[O:26])[NH:20][C:19](=[O:21])[C:18]2=[CH:22][CH:23]=[CH:24][CH:25]=[C:17]12.[K]. Product: [O:21]=[C:19]1[C:18]2[C:17](=[CH:25][CH:24]=[CH:23][CH:22]=2)[C:16](=[O:26])[N:20]1[CH2:2][C:3]1[CH:4]=[CH:5][C:6]([N+:13]([O-:15])=[O:14])=[C:7]([CH:12]=1)[C:8]([O:10][CH3:11])=[O:9]. The catalyst class is: 3. (6) The catalyst class is: 3. Reactant: C(=O)([O-])[O-].[K+].[K+].Cl.[N:8]12[CH2:15][CH2:14][CH:11]([CH2:12][CH2:13]1)[C@@H:10]([C:16]([Cl:18])=[O:17])[CH2:9]2.[NH2:19][C:20]1[CH:25]=[CH:24][C:23]([C:26]2[CH:31]=[CH:30][C:29]([S:32]([NH:35][CH2:36][C:37]3[CH:42]=[CH:41][CH:40]=[CH:39][CH:38]=3)(=[O:34])=[O:33])=[CH:28][CH:27]=2)=[CH:22][CH:21]=1.O1CCOCC1. Product: [ClH:18].[CH2:36]([NH:35][S:32]([C:29]1[CH:30]=[CH:31][C:26]([C:23]2[CH:22]=[CH:21][C:20]([NH:19][C:16]([C@@H:10]3[CH:11]4[CH2:14][CH2:15][N:8]([CH2:13][CH2:12]4)[CH2:9]3)=[O:17])=[CH:25][CH:24]=2)=[CH:27][CH:28]=1)(=[O:34])=[O:33])[C:37]1[CH:42]=[CH:41][CH:40]=[CH:39][CH:38]=1. (7) Product: [CH2:1]([N:8]1[C:12]([C:13]([F:15])([F:14])[F:16])=[CH:11][C:10]([C:17]2[CH:18]=[CH:19][C:20]([Cl:23])=[CH:21][CH:22]=2)=[C:9]1[C:24]([N:26]1[CH2:31][CH2:30][NH:29][C:28]([CH3:40])([CH3:39])[CH2:27]1)=[O:25])[C:2]1[CH:3]=[CH:4][CH:5]=[CH:6][CH:7]=1. The catalyst class is: 2. Reactant: [CH2:1]([N:8]1[C:12]([C:13]([F:16])([F:15])[F:14])=[CH:11][C:10]([C:17]2[CH:22]=[CH:21][C:20]([Cl:23])=[CH:19][CH:18]=2)=[C:9]1[C:24]([N:26]1[CH2:31][CH2:30][N:29](C(OC(C)(C)C)=O)[C:28]([CH3:40])([CH3:39])[CH2:27]1)=[O:25])[C:2]1[CH:7]=[CH:6][CH:5]=[CH:4][CH:3]=1.C(O)(C(F)(F)F)=O.C([O-])(O)=O.[Na+]. (8) Reactant: C(OC([N:8]1[CH2:13][CH2:12][CH:11]([CH2:14][CH2:15][CH2:16][C:17]2[CH:22]=[CH:21][CH:20]=[CH:19][N:18]=2)[CH2:10][CH2:9]1)=O)(C)(C)C.[C:23]([OH:29])([C:25]([F:28])([F:27])[F:26])=[O:24]. Product: [OH:29][C:23]([C:25]([F:28])([F:27])[F:26])=[O:24].[OH:29][C:23]([C:25]([F:28])([F:27])[F:26])=[O:24].[N:18]1[CH:19]=[CH:20][CH:21]=[CH:22][C:17]=1[CH2:16][CH2:15][CH2:14][CH:11]1[CH2:12][CH2:13][NH:8][CH2:9][CH2:10]1. The catalyst class is: 2.